Task: Predict the product of the given reaction.. Dataset: Forward reaction prediction with 1.9M reactions from USPTO patents (1976-2016) (1) Given the reactants [NH2:1][C:2]1[CH:9]=[C:8]([OH:10])[C:7]([O:11][CH3:12])=[CH:6][C:3]=1[CH:4]=O.[CH2:13]([C:15]1([OH:31])[C:27]2[CH:26]=[C:25]3[N:21]([CH2:22][CH2:23][C:24]3=O)[C:20](=[O:29])[C:19]=2[CH2:18][O:17][C:16]1=[O:30])[CH3:14].O.C1(C)C=CC(S(O)(=O)=O)=CC=1, predict the reaction product. The product is: [CH2:13]([C@:15]1([OH:31])[C:27]2[CH:26]=[C:25]3[N:21]([CH2:22][C:23]4[C:24]3=[N:1][C:2]3[CH:9]=[C:8]([OH:10])[C:7]([O:11][CH3:12])=[CH:6][C:3]=3[CH:4]=4)[C:20](=[O:29])[C:19]=2[CH2:18][O:17][C:16]1=[O:30])[CH3:14]. (2) Given the reactants [C:1]([C:3]1[CH:8]=[CH:7][CH:6]=[C:5]([O:9][CH3:10])[CH:4]=1)#[CH:2].[Br:11][C:12]1[CH:13]=[N:14][CH:15]=[C:16](Br)[CH:17]=1, predict the reaction product. The product is: [Br:11][C:12]1[CH:13]=[N:14][CH:15]=[C:16]([C:2]#[C:1][C:3]2[CH:8]=[CH:7][CH:6]=[C:5]([O:9][CH3:10])[CH:4]=2)[CH:17]=1. (3) Given the reactants [NH2:1][C:2]1[CH:6]=[C:5]([C:7]2[CH:12]=[CH:11][CH:10]=[CH:9][CH:8]=2)[NH:4][N:3]=1.[Cl:13][C:14]1[N:19]=[C:18](Cl)[C:17]([Cl:21])=[CH:16][N:15]=1.C(=O)([O-])[O-].[Na+].[Na+], predict the reaction product. The product is: [Cl:13][C:14]1[N:19]=[C:18]([NH:1][C:2]2[CH:6]=[C:5]([C:7]3[CH:12]=[CH:11][CH:10]=[CH:9][CH:8]=3)[NH:4][N:3]=2)[C:17]([Cl:21])=[CH:16][N:15]=1. (4) Given the reactants [CH:1]1([C:5]([C:7]2[CH:12]=[CH:11][CH:10]=[C:9]([CH:13]([CH3:15])[CH3:14])[C:8]=2[O:16]C2CCCCO2)=[O:6])[CH2:4][CH2:3][CH2:2]1.C(=O)(O)[O-].[Na+], predict the reaction product. The product is: [CH:1]1([C:5]([C:7]2[CH:12]=[CH:11][CH:10]=[C:9]([CH:13]([CH3:14])[CH3:15])[C:8]=2[OH:16])=[O:6])[CH2:2][CH2:3][CH2:4]1. (5) Given the reactants [CH3:1][C:2]1[C@@H:19](OC([C@H](O)[C@@H](NC(OC(C)(C)C)=O)C2C=CC=CC=2)=O)[CH2:18][C@:14]2(O)[C:15]([CH3:17])([CH3:16])[C:3]=1[C@@H:4](O)[C:5]([C@@:7]1([CH3:57])[C@H:12]([C@@H:13]2OC(C2C=CC=CC=2)=O)[C@:11]2(OC(C)=O)[CH2:50]O[C@@H:10]2[CH2:9][C@@H:8]1O)=O, predict the reaction product. The product is: [CH3:50][C@H:11]1[C@H:12]2[CH2:13][C@H:14]3[C:15]([CH3:16])([CH3:17])[C@@H:3]([CH2:4][CH2:5][C@:7]2([CH3:57])[CH2:8][CH2:9][CH2:10]1)[C@H:2]([CH3:1])[CH2:19][CH2:18]3. (6) The product is: [O:23]=[CH:24][CH2:25][CH2:26][C:27]1[CH:32]=[C:31]([C:33]2[CH:38]=[CH:37][CH:36]=[C:35]([C:39]([F:42])([F:40])[F:41])[CH:34]=2)[N:30]=[C:29]([C:43]#[N:44])[N:28]=1. Given the reactants CC(OI1(OC(C)=O)(OC(C)=O)OC(=O)C2C=CC=CC1=2)=O.[OH:23][CH2:24][CH2:25][CH2:26][C:27]1[CH:32]=[C:31]([C:33]2[CH:38]=[CH:37][CH:36]=[C:35]([C:39]([F:42])([F:41])[F:40])[CH:34]=2)[N:30]=[C:29]([C:43]#[N:44])[N:28]=1, predict the reaction product.